Dataset: HIV replication inhibition screening data with 41,000+ compounds from the AIDS Antiviral Screen. Task: Binary Classification. Given a drug SMILES string, predict its activity (active/inactive) in a high-throughput screening assay against a specified biological target. (1) The compound is CC(=O)CC1(C)OC(N)=C(C#N)C1(C#N)C#N. The result is 0 (inactive). (2) The compound is C=CCc1cccc(C=NNC(=N)NO)c1O.Cc1ccc(S(=O)(=O)O)cc1. The result is 0 (inactive).